From a dataset of Forward reaction prediction with 1.9M reactions from USPTO patents (1976-2016). Predict the product of the given reaction. (1) Given the reactants [CH:1]1([CH2:7][C@H:8]([CH2:12][C:13]([N:15]2[CH2:20][CH2:19][O:18][CH2:17][CH2:16]2)=[O:14])[C:9]([OH:11])=O)[CH2:6][CH2:5][CH2:4][CH2:3][CH2:2]1.FC(F)(F)C(O)=O.[NH2:28][CH:29]([CH2:39][CH3:40])[C@@H:30]([C:32]1[N:36]=[C:35]([CH2:37][CH3:38])[O:34][N:33]=1)[OH:31], predict the reaction product. The product is: [CH:1]1([CH2:7][C@H:8]([CH2:12][C:13]([N:15]2[CH2:20][CH2:19][O:18][CH2:17][CH2:16]2)=[O:14])[C:9]([NH:28][C@H:29]([C:30]([C:32]2[N:36]=[C:35]([CH2:37][CH3:38])[O:34][N:33]=2)=[O:31])[CH2:39][CH3:40])=[O:11])[CH2:2][CH2:3][CH2:4][CH2:5][CH2:6]1. (2) Given the reactants [H-].[Na+].[CH2:3]([SH:10])[C:4]1[CH:9]=[CH:8][CH:7]=[CH:6][CH:5]=1.[CH3:11][O:12][C:13]1[CH:18]=[CH:17][NH:16][N:15](Cl)[CH:14]=1.[Cl-].[NH4+], predict the reaction product. The product is: [CH2:3]([S:10][N:15]1[CH:14]=[C:13]([O:12][CH3:11])[CH:18]=[CH:17][NH:16]1)[C:4]1[CH:9]=[CH:8][CH:7]=[CH:6][CH:5]=1.